From a dataset of NCI-60 drug combinations with 297,098 pairs across 59 cell lines. Regression. Given two drug SMILES strings and cell line genomic features, predict the synergy score measuring deviation from expected non-interaction effect. (1) Drug 1: C1=C(C(=O)NC(=O)N1)F. Drug 2: CC1=C(C=C(C=C1)C(=O)NC2=CC(=CC(=C2)C(F)(F)F)N3C=C(N=C3)C)NC4=NC=CC(=N4)C5=CN=CC=C5. Cell line: CAKI-1. Synergy scores: CSS=16.1, Synergy_ZIP=0.0402, Synergy_Bliss=-3.77, Synergy_Loewe=1.07, Synergy_HSA=1.26. (2) Drug 1: C1CN(CCN1C(=O)CCBr)C(=O)CCBr. Drug 2: C(CCl)NC(=O)N(CCCl)N=O. Cell line: MCF7. Synergy scores: CSS=13.0, Synergy_ZIP=-3.78, Synergy_Bliss=-1.97, Synergy_Loewe=-3.58, Synergy_HSA=0.355. (3) Drug 1: CC1OCC2C(O1)C(C(C(O2)OC3C4COC(=O)C4C(C5=CC6=C(C=C35)OCO6)C7=CC(=C(C(=C7)OC)O)OC)O)O. Drug 2: C1C(C(OC1N2C=NC3=C2NC=NCC3O)CO)O. Cell line: T-47D. Synergy scores: CSS=34.1, Synergy_ZIP=-9.74, Synergy_Bliss=-1.12, Synergy_Loewe=-27.8, Synergy_HSA=-0.153. (4) Drug 1: C1CCC(C1)C(CC#N)N2C=C(C=N2)C3=C4C=CNC4=NC=N3. Drug 2: CC1C(C(=O)NC(C(=O)N2CCCC2C(=O)N(CC(=O)N(C(C(=O)O1)C(C)C)C)C)C(C)C)NC(=O)C3=C4C(=C(C=C3)C)OC5=C(C(=O)C(=C(C5=N4)C(=O)NC6C(OC(=O)C(N(C(=O)CN(C(=O)C7CCCN7C(=O)C(NC6=O)C(C)C)C)C)C(C)C)C)N)C. Cell line: OVCAR-8. Synergy scores: CSS=7.16, Synergy_ZIP=22.2, Synergy_Bliss=24.6, Synergy_Loewe=22.1, Synergy_HSA=22.7. (5) Drug 1: CN(CC1=CN=C2C(=N1)C(=NC(=N2)N)N)C3=CC=C(C=C3)C(=O)NC(CCC(=O)O)C(=O)O. Drug 2: CC1=CC=C(C=C1)C2=CC(=NN2C3=CC=C(C=C3)S(=O)(=O)N)C(F)(F)F. Cell line: K-562. Synergy scores: CSS=50.7, Synergy_ZIP=3.08, Synergy_Bliss=-4.33, Synergy_Loewe=-29.1, Synergy_HSA=-3.22. (6) Drug 1: CN1C2=C(C=C(C=C2)N(CCCl)CCCl)N=C1CCCC(=O)O.Cl. Drug 2: CC1C(C(CC(O1)OC2CC(CC3=C2C(=C4C(=C3O)C(=O)C5=C(C4=O)C(=CC=C5)OC)O)(C(=O)CO)O)N)O.Cl. Cell line: MALME-3M. Synergy scores: CSS=20.7, Synergy_ZIP=-8.09, Synergy_Bliss=-4.97, Synergy_Loewe=-50.7, Synergy_HSA=-3.38. (7) Drug 1: C1=CN(C(=O)N=C1N)C2C(C(C(O2)CO)O)O.Cl. Drug 2: CC(C)CN1C=NC2=C1C3=CC=CC=C3N=C2N. Cell line: KM12. Synergy scores: CSS=21.8, Synergy_ZIP=-3.92, Synergy_Bliss=-0.248, Synergy_Loewe=-0.0111, Synergy_HSA=2.14. (8) Drug 1: C1=NC2=C(N=C(N=C2N1C3C(C(C(O3)CO)O)O)F)N. Drug 2: CNC(=O)C1=NC=CC(=C1)OC2=CC=C(C=C2)NC(=O)NC3=CC(=C(C=C3)Cl)C(F)(F)F. Cell line: HCC-2998. Synergy scores: CSS=10.7, Synergy_ZIP=-3.58, Synergy_Bliss=1.29, Synergy_Loewe=-27.3, Synergy_HSA=-3.09. (9) Drug 1: C1=CC(=CC=C1C#N)C(C2=CC=C(C=C2)C#N)N3C=NC=N3. Drug 2: CC=C1C(=O)NC(C(=O)OC2CC(=O)NC(C(=O)NC(CSSCCC=C2)C(=O)N1)C(C)C)C(C)C. Cell line: NCI-H226. Synergy scores: CSS=21.1, Synergy_ZIP=1.70, Synergy_Bliss=0.842, Synergy_Loewe=-43.6, Synergy_HSA=-3.63. (10) Drug 1: CC1C(C(=O)NC(C(=O)N2CCCC2C(=O)N(CC(=O)N(C(C(=O)O1)C(C)C)C)C)C(C)C)NC(=O)C3=C4C(=C(C=C3)C)OC5=C(C(=O)C(=C(C5=N4)C(=O)NC6C(OC(=O)C(N(C(=O)CN(C(=O)C7CCCN7C(=O)C(NC6=O)C(C)C)C)C)C(C)C)C)N)C. Drug 2: CC(C)(C#N)C1=CC(=CC(=C1)CN2C=NC=N2)C(C)(C)C#N. Cell line: A498. Synergy scores: CSS=21.3, Synergy_ZIP=-6.18, Synergy_Bliss=-8.30, Synergy_Loewe=-3.76, Synergy_HSA=-3.94.